From a dataset of Reaction yield outcomes from USPTO patents with 853,638 reactions. Predict the reaction yield, written as a fraction of the theoretical maximum amount of product (1.0 means a 100% yield; for example, 0.34 means a 34% yield). (1) The reactants are [C:1]([NH:4][C:5]1[C:10]2[O:11][CH2:12][O:13][C:9]=2[C:8]([C:14]([O:16][CH3:17])=[O:15])=[CH:7][CH:6]=1)(=[O:3])[CH3:2].C1C(=O)N([Cl:25])C(=O)C1. The catalyst is C(#N)C. The product is [C:1]([NH:4][C:5]1[C:10]2[O:11][CH2:12][O:13][C:9]=2[C:8]([C:14]([O:16][CH3:17])=[O:15])=[CH:7][C:6]=1[Cl:25])(=[O:3])[CH3:2]. The yield is 0.870. (2) The reactants are [CH2:1]([O:8][C:9]([NH:11][C@H:12]1[CH2:16][N:15](C(OC(C)(C)C)=O)[C@H:14]([C:24](=[O:40])[NH:25][C:26]2[CH:31]=[CH:30][C:29]([O:32][C:33]3[CH:38]=[CH:37][C:36]([F:39])=[CH:35][CH:34]=3)=[CH:28][CH:27]=2)[CH2:13]1)=[O:10])[C:2]1[CH:7]=[CH:6][CH:5]=[CH:4][CH:3]=1. The catalyst is Cl. The product is [F:39][C:36]1[CH:35]=[CH:34][C:33]([O:32][C:29]2[CH:30]=[CH:31][C:26]([NH:25][C:24]([C@H:14]3[NH:15][CH2:16][C@H:12]([NH:11][C:9](=[O:10])[O:8][CH2:1][C:2]4[CH:3]=[CH:4][CH:5]=[CH:6][CH:7]=4)[CH2:13]3)=[O:40])=[CH:27][CH:28]=2)=[CH:38][CH:37]=1. The yield is 0.300. (3) The reactants are [Cl:1][C:2]1[C:3]([F:15])=[C:4]([CH:8]=[C:9]([N+:12]([O-:14])=[O:13])[C:10]=1F)[C:5]([OH:7])=[O:6].[CH2:16]([N:18](CC)CC)C.CN.Cl. The catalyst is O.CN. The product is [Cl:1][C:2]1[C:3]([F:15])=[C:4]([CH:8]=[C:9]([N+:12]([O-:14])=[O:13])[C:10]=1[NH:18][CH3:16])[C:5]([OH:7])=[O:6]. The yield is 1.02.